From a dataset of Forward reaction prediction with 1.9M reactions from USPTO patents (1976-2016). Predict the product of the given reaction. (1) Given the reactants [NH2:1][CH2:2][CH2:3][CH2:4][Si:5]([O:12][CH2:13][CH3:14])([O:9][CH2:10][CH3:11])[O:6][CH2:7][CH3:8].[CH:15](=O)[C:16]1[CH:21]=[CH:20][CH:19]=[CH:18][CH:17]=1, predict the reaction product. The product is: [CH:15](=[N:1][CH2:2][CH2:3][CH2:4][Si:5]([O:12][CH2:13][CH3:14])([O:6][CH2:7][CH3:8])[O:9][CH2:10][CH3:11])[C:16]1[CH:21]=[CH:20][CH:19]=[CH:18][CH:17]=1. (2) Given the reactants [CH3:1][O:2][C:3]1[CH:8]=[C:7]([CH3:9])[C:6]([S:10]([N:13]2[CH2:18][CH2:17][CH2:16][CH2:15][CH:14]2[CH2:19][CH2:20][CH2:21][S:22](Cl)(=[O:24])=[O:23])(=[O:12])=[O:11])=[C:5]([CH3:26])[CH:4]=1.[N:27]1[CH:32]=[CH:31][C:30]([N:33]2[CH2:38][CH2:37][C:36]3([CH2:43][CH2:42][NH:41][CH2:40][CH2:39]3)[CH2:35][CH2:34]2)=[CH:29][CH:28]=1.CCN(C(C)C)C(C)C, predict the reaction product. The product is: [CH3:1][O:2][C:3]1[CH:8]=[C:7]([CH3:9])[C:6]([S:10]([N:13]2[CH2:18][CH2:17][CH2:16][CH2:15][CH:14]2[CH2:19][CH2:20][CH2:21][S:22]([N:41]2[CH2:40][CH2:39][C:36]3([CH2:37][CH2:38][N:33]([C:30]4[CH:31]=[CH:32][N:27]=[CH:28][CH:29]=4)[CH2:34][CH2:35]3)[CH2:43][CH2:42]2)(=[O:24])=[O:23])(=[O:12])=[O:11])=[C:5]([CH3:26])[CH:4]=1. (3) Given the reactants [F:1][C:2]1[C:3]([NH:23][C:24]2[CH:34]=[CH:33][CH:32]=[CH:31][C:25]=2[C:26](OCC)=[O:27])=[N:4][C:5]([NH:8][C:9]2[CH:14]=[CH:13][CH:12]=[C:11]([CH2:15][CH2:16][N:17]3[CH2:22][CH2:21][O:20][CH2:19][CH2:18]3)[CH:10]=2)=[N:6][CH:7]=1.[NH:35]1[CH2:40][CH2:39][S:38][CH2:37][CH2:36]1, predict the reaction product. The product is: [F:1][C:2]1[C:3]([NH:23][C:24]2[CH:34]=[CH:33][CH:32]=[CH:31][C:25]=2[C:26]([N:35]2[CH2:40][CH2:39][S:38][CH2:37][CH2:36]2)=[O:27])=[N:4][C:5]([NH:8][C:9]2[CH:14]=[CH:13][CH:12]=[C:11]([CH2:15][CH2:16][N:17]3[CH2:18][CH2:19][O:20][CH2:21][CH2:22]3)[CH:10]=2)=[N:6][CH:7]=1. (4) Given the reactants C(OC(=O)[NH:10][CH2:11][CH2:12][CH2:13][CH2:14][C:15]1[CH:20]=[CH:19][C:18]([CH2:21][CH2:22][CH2:23][CH2:24][NH:25][CH2:26][C@@H:27]([C:29]2[CH:34]=[CH:33][C:32]([O:35][CH2:36][C:37]3C=CC=CC=3)=[C:31]([NH:43][S:44]([CH2:47]CC3C=CC=CC=3)(=[O:46])=[O:45])[CH:30]=2)[OH:28])=[CH:17][CH:16]=1)C1C=CC=CC=1.C[OH:57], predict the reaction product. The product is: [C:36]([OH:57])(=[O:35])[CH3:37].[C:36]([OH:57])(=[O:35])[CH3:37].[NH2:10][CH2:11][CH2:12][CH2:13][CH2:14][C:15]1[CH:20]=[CH:19][C:18]([CH2:21][CH2:22][CH2:23][CH2:24][NH:25][CH2:26][C@@H:27]([C:29]2[CH:34]=[CH:33][C:32]([OH:35])=[C:31]([NH:43][S:44]([CH3:47])(=[O:46])=[O:45])[CH:30]=2)[OH:28])=[CH:17][CH:16]=1. (5) Given the reactants [OH:1][C:2]1[C:11]([CH2:12][CH:13]=[CH2:14])=[C:10]2[C:5]([CH2:6][CH2:7][CH2:8][C:9]2=[O:15])=[CH:4][CH:3]=1.IC.[C:18](=O)([O-])[O-].[K+].[K+], predict the reaction product. The product is: [CH3:18][O:1][C:2]1[C:11]([CH2:12][CH:13]=[CH2:14])=[C:10]2[C:5]([CH2:6][CH2:7][CH2:8][C:9]2=[O:15])=[CH:4][CH:3]=1. (6) Given the reactants [Br:1][C:2]1[C:6]([CH:7]=[O:8])=[C:5]([Br:9])[NH:4][N:3]=1.C(=O)([O-])[O-].[K+].[K+].[CH3:16][O:17][C:18]1[CH:25]=[CH:24][C:21]([CH2:22]Br)=[CH:20][CH:19]=1, predict the reaction product. The product is: [Br:1][C:2]1[C:6]([CH:7]=[O:8])=[C:5]([Br:9])[N:4]([CH2:22][C:21]2[CH:24]=[CH:25][C:18]([O:17][CH3:16])=[CH:19][CH:20]=2)[N:3]=1. (7) Given the reactants C([O:4][C@H:5]1[C@H:10]([O:11]C(=O)C)[C@@H:9]([O:15]C(=O)C)[C@H:8]([C:19]2[CH:24]=[CH:23][C:22]([Cl:25])=[C:21]([CH2:26][C:27]3[CH:32]=[CH:31][C:30]([CH2:33][CH:34]=[N:35][O:36][CH3:37])=[CH:29][CH:28]=3)[CH:20]=2)[O:7][C@@H:6]1[CH2:38][O:39]C(=O)C)(=O)C.O.[OH-].[Li+], predict the reaction product. The product is: [CH3:37][O:36][N:35]=[CH:34][CH2:33][C:30]1[CH:29]=[CH:28][C:27]([CH2:26][C:21]2[CH:20]=[C:19]([C@H:8]3[C@H:9]([OH:15])[C@@H:10]([OH:11])[C@H:5]([OH:4])[C@@H:6]([CH2:38][OH:39])[O:7]3)[CH:24]=[CH:23][C:22]=2[Cl:25])=[CH:32][CH:31]=1. (8) The product is: [CH:12]([C:2]1[CH:3]=[CH:4][C:5]2[C:6]([N:11]=1)=[N:7][CH:8]=[CH:9][N:10]=2)=[CH2:13]. Given the reactants Cl[C:2]1[CH:3]=[CH:4][C:5]2[C:6]([N:11]=1)=[N:7][CH:8]=[CH:9][N:10]=2.[CH:12]([Sn](CCCC)(CCCC)CCCC)=[CH2:13], predict the reaction product. (9) The product is: [CH2:8]([O:15][C:16]([NH:18][C@H:19]1[CH2:24][CH2:23][N:22]([C:25]2[CH:36]=[CH:37][C:38]([N+:45]([O-:47])=[O:46])=[C:39]([CH:44]=2)[C:40]([O:42][CH3:43])=[O:41])[CH2:21][C@H:20]1[O:32][CH3:33])=[O:17])[C:9]1[CH:10]=[CH:11][CH:12]=[CH:13][CH:14]=1. Given the reactants Cl.C(OCC)(=O)C.[CH2:8]([O:15][C:16]([NH:18][C@H:19]1[CH2:24][CH2:23][N:22]([C:25](OC(C)(C)C)=O)[CH2:21][C@H:20]1[O:32][CH3:33])=[O:17])[C:9]1[CH:14]=[CH:13][CH:12]=[CH:11][CH:10]=1.ClC1[CH:36]=[CH:37][C:38]([N+:45]([O-:47])=[O:46])=[C:39]([CH:44]=1)[C:40]([O:42][CH3:43])=[O:41].C(=O)([O-])[O-].[K+].[K+], predict the reaction product. (10) Given the reactants [NH2:1][C:2]1[CH:3]=[C:4]2[C:9](=[CH:10][CH:11]=1)[C:8]([N:12]([C:20]([O:22][C:23]([CH3:26])([CH3:25])[CH3:24])=[O:21])[C:13]([O:15][C:16]([CH3:19])([CH3:18])[CH3:17])=[O:14])=[N:7][CH:6]=[CH:5]2.[F:27][CH2:28][C@H:29]([C:32]1[CH:37]=[CH:36][C:35](B(O)O)=[CH:34][C:33]=1[CH3:41])[CH2:30][OH:31].O.[C:43]([OH:47])(=O)[CH:44]=O.Cl.[CH:49]1([S:52]([C:55]2[CH:61]=[CH:60][C:58]([NH2:59])=[CH:57][C:56]=2[CH2:62][NH:63][CH3:64])(=[O:54])=[O:53])[CH2:51][CH2:50]1.CCN(C(C)C)C(C)C.F[P-](F)(F)(F)(F)F.N1(O[P+](N(C)C)(N(C)C)N(C)C)C2C=CC=CC=2N=N1, predict the reaction product. The product is: [NH2:59][C:58]1[CH:60]=[CH:61][C:55]([S:52]([CH:49]2[CH2:51][CH2:50]2)(=[O:54])=[O:53])=[C:56]([CH2:62][N:63]([CH3:64])[C:43]([CH:44]([NH:1][C:2]2[CH:3]=[C:4]3[C:9](=[CH:10][CH:11]=2)[C:8]([N:12]([C:13]([O:15][C:16]([CH3:17])([CH3:18])[CH3:19])=[O:14])[C:20](=[O:21])[O:22][C:23]([CH3:26])([CH3:25])[CH3:24])=[N:7][CH:6]=[CH:5]3)[C:35]2[CH:36]=[CH:37][C:32]([C@H:29]([CH2:30][OH:31])[CH2:28][F:27])=[C:33]([CH3:41])[CH:34]=2)=[O:47])[CH:57]=1.